From a dataset of Catalyst prediction with 721,799 reactions and 888 catalyst types from USPTO. Predict which catalyst facilitates the given reaction. Reactant: Cl.[NH2:2][CH2:3][C:4]1([C:17]([O:19][CH2:20][CH3:21])=[O:18])[CH2:9][CH2:8][N:7](C(OC(C)(C)C)=O)[CH2:6][CH2:5]1. Product: [NH2:2][CH2:3][C:4]1([C:17]([O:19][CH2:20][CH3:21])=[O:18])[CH2:9][CH2:8][NH:7][CH2:6][CH2:5]1. The catalyst class is: 12.